This data is from Full USPTO retrosynthesis dataset with 1.9M reactions from patents (1976-2016). The task is: Predict the reactants needed to synthesize the given product. (1) Given the product [Cl:1][C:2]1[C:11]2[C:6](=[CH:7][C:8]([O:17][CH3:18])=[C:9]([S:12]([C:13]([CH3:14])([CH3:15])[CH3:16])(=[O:19])=[O:25])[CH:10]=2)[N:5]=[CH:4][CH:3]=1, predict the reactants needed to synthesize it. The reactants are: [Cl:1][C:2]1[C:11]2[C:6](=[CH:7][C:8]([O:17][CH3:18])=[C:9]([S:12][C:13]([CH3:16])([CH3:15])[CH3:14])[CH:10]=2)[N:5]=[CH:4][CH:3]=1.[OH:19]OS([O-])=O.[K+].[OH2:25]. (2) Given the product [F:48][C:35]1[CH:36]=[C:37]([C:2]2[CH:3]=[CH:4][CH:5]=[C:6]3[C:11]=2[N:10]=[C:9]([C:12]2[CH:17]=[CH:16][C:15]([N:18]4[CH2:19][CH2:20][N:21]([CH3:24])[CH2:22][CH2:23]4)=[CH:14][CH:13]=2)[CH:8]=[N:7]3)[CH:38]=[C:26]([F:25])[C:27]=1[CH2:28][N:29]1[CH2:30][CH2:31][O:32][CH2:33][CH2:34]1, predict the reactants needed to synthesize it. The reactants are: Br[C:2]1[CH:3]=[CH:4][CH:5]=[C:6]2[C:11]=1[N:10]=[C:9]([C:12]1[CH:17]=[CH:16][C:15]([N:18]3[CH2:23][CH2:22][N:21]([CH3:24])[CH2:20][CH2:19]3)=[CH:14][CH:13]=1)[CH:8]=[N:7]2.[F:25][C:26]1[CH:38]=[C:37](B2OC(C)(C)C(C)(C)O2)[CH:36]=[C:35]([F:48])[C:27]=1[CH2:28][N:29]1[CH2:34][CH2:33][O:32][CH2:31][CH2:30]1.COC1C=CC=C(OC)C=1C1C=CC=CC=1P(C1CCCCC1)C1CCCCC1.[O-]P([O-])([O-])=O.[K+].[K+].[K+].